From a dataset of Full USPTO retrosynthesis dataset with 1.9M reactions from patents (1976-2016). Predict the reactants needed to synthesize the given product. (1) Given the product [CH:1]1([C:5]2[C:10]([O:11][CH2:12][C:13]([F:16])([F:15])[F:14])=[CH:9][C:8]([C:22]#[N:23])=[N:7][CH:6]=2)[CH2:4][CH2:3][CH2:2]1, predict the reactants needed to synthesize it. The reactants are: [CH:1]1([C:5]2[CH:6]=[N+:7]([O-])[CH:8]=[CH:9][C:10]=2[O:11][CH2:12][C:13]([F:16])([F:15])[F:14])[CH2:4][CH2:3][CH2:2]1.C[Si]([C:22]#[N:23])(C)C.CN(C)C(Cl)=O. (2) Given the product [C:34]([OH:41])(=[O:40])/[CH:35]=[CH:36]/[C:37]([OH:39])=[O:38].[Cl:1][C:2]1[C:3]([OH:33])=[CH:4][C:5]([O:12][CH2:13][C@:14]([OH:32])([CH3:31])[CH2:15][NH:16][CH:17]2[CH2:18][CH2:19][N:20]([CH2:23][C:24]3[CH:25]=[CH:26][C:27]([Cl:30])=[CH:28][CH:29]=3)[CH2:21][CH2:22]2)=[C:6]([NH:8][C:9](=[O:11])[CH3:10])[CH:7]=1.[Cl:1][C:2]1[C:3]([OH:33])=[CH:4][C:5]([O:12][CH2:13][C@@:14]([CH3:31])([OH:32])[CH2:15][NH:16][CH:17]2[CH2:18][CH2:19][N:20]([CH2:23][C:24]3[CH:25]=[CH:26][C:27]([Cl:30])=[CH:28][CH:29]=3)[CH2:21][CH2:22]2)=[C:6]([NH:8][C:9](=[O:11])[CH3:10])[CH:7]=1, predict the reactants needed to synthesize it. The reactants are: [Cl:1][C:2]1[C:3]([OH:33])=[CH:4][C:5]([O:12][CH2:13][C@:14]([OH:32])([CH3:31])[CH2:15][NH:16][CH:17]2[CH2:22][CH2:21][N:20]([CH2:23][C:24]3[CH:29]=[CH:28][C:27]([Cl:30])=[CH:26][CH:25]=3)[CH2:19][CH2:18]2)=[C:6]([NH:8][C:9](=[O:11])[CH3:10])[CH:7]=1.[C:34]([OH:41])(=[O:40])/[CH:35]=[CH:36]/[C:37]([OH:39])=[O:38]. (3) Given the product [ClH:9].[CH3:1][C@@H:2]1[NH:7][CH2:6][C@@H:5]([OH:8])[CH2:4][CH2:3]1, predict the reactants needed to synthesize it. The reactants are: [CH3:1][C:2]1[N:7]=[CH:6][C:5]([OH:8])=[CH:4][CH:3]=1.[ClH:9]. (4) Given the product [CH3:13][O:7][C:6](=[O:8])[C:5]1[CH:9]=[CH:10][C:2]([Br:1])=[CH:3][C:4]=1[F:11], predict the reactants needed to synthesize it. The reactants are: [Br:1][C:2]1[CH:10]=[CH:9][C:5]([C:6]([OH:8])=[O:7])=[C:4]([F:11])[CH:3]=1.Cl[CH2:13]CCl.S(Cl)(Cl)=O.CN(C=O)C. (5) Given the product [NH:15]1[C:12]2=[N:13][CH:14]=[C:9]([C:20]3[N:25]=[C:24]([N:26]4[CH2:27][CH2:28][O:29][CH2:30][CH2:31]4)[CH:23]=[N:22][CH:21]=3)[CH:10]=[C:11]2[CH:17]=[CH:16]1, predict the reactants needed to synthesize it. The reactants are: CC1(C)C(C)(C)OB([C:9]2[CH:10]=[C:11]3[CH:17]=[CH:16][NH:15][C:12]3=[N:13][CH:14]=2)O1.Cl[C:20]1[N:25]=[C:24]([N:26]2[CH2:31][CH2:30][O:29][CH2:28][CH2:27]2)[CH:23]=[N:22][CH:21]=1.C([O-])([O-])=O.[Cs+].[Cs+].CO.C(Cl)(Cl)Cl.